This data is from Full USPTO retrosynthesis dataset with 1.9M reactions from patents (1976-2016). The task is: Predict the reactants needed to synthesize the given product. Given the product [F:9][C:10]([F:21])([F:22])[C:11]1[CH:12]=[C:13]([C:14]2[N:16]=[C:6]([CH:4]3[CH2:3][C:2](=[O:1])[CH2:5]3)[O:8][N:15]=2)[CH:18]=[CH:19][CH:20]=1, predict the reactants needed to synthesize it. The reactants are: [O:1]=[C:2]1[CH2:5][CH:4]([C:6]([OH:8])=O)[CH2:3]1.[F:9][C:10]([F:22])([F:21])[C:11]1[CH:12]=[C:13]([CH:18]=[CH:19][CH:20]=1)[C:14]([NH:16]O)=[NH:15].